Dataset: Catalyst prediction with 721,799 reactions and 888 catalyst types from USPTO. Task: Predict which catalyst facilitates the given reaction. (1) Reactant: [O:1]1[CH:5]=[CH:4][CH:3]=[C:2]1[C:6]1[O:7][C:8]([CH3:21])=[C:9]([CH2:11][O:12][C:13]2[CH:18]=[CH:17][C:16]([CH2:19][OH:20])=[CH:15][CH:14]=2)[N:10]=1.Cl[C:23]1[C:28]([C:29]#[N:30])=[CH:27][CH:26]=[CH:25][N:24]=1.CN(C)C=O.[H-].[Na+]. Product: [O:1]1[CH:5]=[CH:4][CH:3]=[C:2]1[C:6]1[O:7][C:8]([CH3:21])=[C:9]([CH2:11][O:12][C:13]2[CH:18]=[CH:17][C:16]([CH2:19][O:20][C:23]3[N:24]=[CH:25][CH:26]=[CH:27][C:28]=3[C:29]#[N:30])=[CH:15][CH:14]=2)[N:10]=1. The catalyst class is: 6. (2) Reactant: O=C1C2C(=CC=CC=2)C(=O)[N:3]1[CH2:12][C@@H:13]1[CH2:19][C@H:18]2[C@H:16]([CH2:17]2)[CH2:15][N:14]1[C:20]([O:22][C:23]([CH3:26])([CH3:25])[CH3:24])=[O:21].NN. Product: [NH2:3][CH2:12][C@@H:13]1[CH2:19][C@H:18]2[C@H:16]([CH2:17]2)[CH2:15][N:14]1[C:20]([O:22][C:23]([CH3:26])([CH3:25])[CH3:24])=[O:21]. The catalyst class is: 14. (3) Reactant: [NH2:1][C:2]1[CH:7]=[CH:6][C:5]([C:8]([F:11])([F:10])[F:9])=[CH:4][C:3]=1[Br:12].[H-].[Na+].Cl[CH2:16][C:17]1[CH2:18][N:19]([C:22]([O:24][C:25]([CH3:28])([CH3:27])[CH3:26])=[O:23])[CH2:20][CH:21]=1.O. Product: [Br:12][C:3]1[CH:4]=[C:5]([C:8]([F:9])([F:10])[F:11])[CH:6]=[CH:7][C:2]=1[NH:1][CH2:16][C:17]1[CH2:18][N:19]([C:22]([O:24][C:25]([CH3:28])([CH3:27])[CH3:26])=[O:23])[CH2:20][CH:21]=1. The catalyst class is: 9. (4) Reactant: [F:1][C:2]([F:28])([F:27])[C:3]([C:9]1[CH:10]=[N:11][C:12]([N:18]2[CH2:23][CH2:22][N:21]([CH2:24][CH2:25][OH:26])[CH2:20][CH2:19]2)=[CH:13][C:14]=1[CH2:15][CH2:16][CH3:17])([OH:8])[C:4]([F:7])([F:6])[F:5].N1C=CC=CC=1.[C:35](O)(=[O:37])[CH3:36].CO. Product: [C:35]([O:26][CH2:25][CH2:24][N:21]1[CH2:22][CH2:23][N:18]([C:12]2[CH:13]=[C:14]([CH2:15][CH2:16][CH3:17])[C:9]([C:3]([OH:8])([C:4]([F:7])([F:6])[F:5])[C:2]([F:27])([F:1])[F:28])=[CH:10][N:11]=2)[CH2:19][CH2:20]1)(=[O:37])[CH3:36]. The catalyst class is: 4. (5) Product: [CH3:19][O:20][C:21](=[O:30])[CH2:22][C:23]1[CH:24]=[CH:25][C:26]([C:12]#[C:11][C:9]2[CH:10]=[C:5]([C:1]([CH3:4])([CH3:2])[CH3:3])[C:6]([O:17][CH3:18])=[C:7]([C:13]([CH3:16])([CH3:15])[CH3:14])[CH:8]=2)=[CH:27][CH:28]=1. Reactant: [C:1]([C:5]1[CH:10]=[C:9]([C:11]#[CH:12])[CH:8]=[C:7]([C:13]([CH3:16])([CH3:15])[CH3:14])[C:6]=1[O:17][CH3:18])([CH3:4])([CH3:3])[CH3:2].[CH3:19][O:20][C:21](=[O:30])[CH2:22][C:23]1[CH:28]=[CH:27][C:26](I)=[CH:25][CH:24]=1.C(N(CC)CC)C.C(OCC)(=O)C. The catalyst class is: 730. (6) Reactant: [N:1]1[CH:6]=[CH:5][CH:4]=[CH:3][C:2]=1[NH:7][C:8](=O)[C@H:9]([CH3:11])[OH:10].[H-].[Al+3].[Li+].[H-].[H-].[H-].O. Product: [N:1]1[CH:6]=[CH:5][CH:4]=[CH:3][C:2]=1[NH:7][CH2:8][C@@H:9]([OH:10])[CH3:11]. The catalyst class is: 1. (7) Reactant: [Cl:1][C:2]1[CH:10]=[CH:9][C:8]2[N:7]([CH2:11][C:12]([C:20]3[CH:25]=[CH:24][CH:23]=[CH:22][CH:21]=3)([C:14]3[CH:19]=[CH:18][CH:17]=[CH:16][CH:15]=3)O)[C:6]3[CH2:26][CH2:27][N:28]([CH3:30])[CH2:29][C:5]=3[C:4]=2[CH:3]=1.S(Cl)(Cl)=O.[OH-].[Na+]. Product: [Cl:1][C:2]1[CH:10]=[CH:9][C:8]2[N:7]([CH:11]=[C:12]([C:14]3[CH:15]=[CH:16][CH:17]=[CH:18][CH:19]=3)[C:20]3[CH:25]=[CH:24][CH:23]=[CH:22][CH:21]=3)[C:6]3[CH2:26][CH2:27][N:28]([CH3:30])[CH2:29][C:5]=3[C:4]=2[CH:3]=1. The catalyst class is: 59. (8) Product: [CH2:2]([C:17]1[CH:22]=[CH:21][CH:20]=[C:19]([O:23][C:25]2[CH:30]=[CH:29][CH:28]=[CH:27][CH:26]=2)[CH:18]=1)[CH2:3][CH2:4][CH2:5][CH2:6][CH2:7][CH2:8][CH2:9][CH2:10][CH2:11][CH2:12][CH2:13][CH2:14][CH2:15][CH3:16]. Reactant: [K].[CH2:2]([C:17]1[CH:18]=[C:19]([OH:23])[CH:20]=[CH:21][CH:22]=1)[CH2:3][CH2:4][CH2:5][CH2:6][CH2:7][CH2:8][CH2:9][CH2:10][CH2:11][CH2:12][CH2:13][CH2:14][CH2:15][CH3:16].Br[C:25]1[CH:30]=[CH:29][CH:28]=[CH:27][CH:26]=1.CC(N(C)C)=O. The catalyst class is: 6.